This data is from Forward reaction prediction with 1.9M reactions from USPTO patents (1976-2016). The task is: Predict the product of the given reaction. (1) Given the reactants [C:1]([NH:4][C:5]1[C:10]([O:11][CH3:12])=[C:9]([Cl:13])[CH:8]=[CH:7][C:6]=1/[CH:14]=[CH:15]/[C:16]([OH:18])=O)(=[O:3])[CH3:2].[F:19][C:20]1[CH:35]=[CH:34][C:23]([CH2:24][N:25]2[CH:30]3[CH2:31][NH:32][CH2:33][CH:26]2[CH2:27][O:28][CH2:29]3)=[CH:22][CH:21]=1, predict the reaction product. The product is: [Cl:13][C:9]1[C:10]([O:11][CH3:12])=[C:5]([NH:4][C:1](=[O:3])[CH3:2])[C:6](/[CH:14]=[CH:15]/[C:16]([N:32]2[CH2:31][CH:30]3[N:25]([CH2:24][C:23]4[CH:34]=[CH:35][C:20]([F:19])=[CH:21][CH:22]=4)[CH:26]([CH2:27][O:28][CH2:29]3)[CH2:33]2)=[O:18])=[CH:7][CH:8]=1. (2) Given the reactants [F:1][C:2]1[CH:7]=[CH:6][C:5]([CH2:8][CH:9]([CH2:14][CH2:15][CH3:16])[CH2:10][C:11]([OH:13])=O)=[CH:4][C:3]=1[O:17][CH3:18].C(Cl)(=O)C(Cl)=O.[Al+3].[Cl-].[Cl-].[Cl-], predict the reaction product. The product is: [F:1][C:2]1[CH:7]=[C:6]2[C:5]([CH2:8][CH:9]([CH2:14][CH2:15][CH3:16])[CH2:10][C:11]2=[O:13])=[CH:4][C:3]=1[O:17][CH3:18]. (3) Given the reactants Cl[C:2]1[N:9]=[CH:8][CH:7]=[CH:6][C:3]=1[C:4]#[N:5].[SH:10][CH2:11][C:12]([O:14][CH2:15][CH3:16])=[O:13].C(=O)([O-])[O-].[Na+].[Na+].O, predict the reaction product. The product is: [NH2:5][C:4]1[C:3]2[C:2](=[N:9][CH:8]=[CH:7][CH:6]=2)[S:10][C:11]=1[C:12]([O:14][CH2:15][CH3:16])=[O:13]. (4) Given the reactants [CH3:1][C:2]1[N:6]([CH:7]([C:9]2[CH:14]=[CH:13][CH:12]=[CH:11][CH:10]=2)[CH3:8])[N:5]=[CH:4][C:3]=1[C:15]([OH:17])=O.Cl.C(N=C=NCCCN(C)C)C.C1C=C2N=NN(O)C2=CC=1.N.[NH2:41][CH2:42][C:43]1[C:44]([OH:51])=[N:45][C:46]([CH3:50])=[CH:47][C:48]=1[CH3:49], predict the reaction product. The product is: [OH:51][C:44]1[C:43]([CH2:42][NH:41][C:15]([C:3]2[CH:4]=[N:5][N:6]([CH:7]([C:9]3[CH:10]=[CH:11][CH:12]=[CH:13][CH:14]=3)[CH3:8])[C:2]=2[CH3:1])=[O:17])=[C:48]([CH3:49])[CH:47]=[C:46]([CH3:50])[N:45]=1. (5) Given the reactants O.[NH2:2][NH2:3].[CH:4]1([C:10]2[CH:15]=[CH:14][C:13]([NH:16][C:17](=[O:22])[C:18](OC)=[O:19])=[CH:12][CH:11]=2)[CH2:9][CH2:8][CH2:7][CH2:6][CH2:5]1, predict the reaction product. The product is: [CH:4]1([C:10]2[CH:15]=[CH:14][C:13]([NH:16][C:17](=[O:22])[C:18]([NH:2][NH2:3])=[O:19])=[CH:12][CH:11]=2)[CH2:9][CH2:8][CH2:7][CH2:6][CH2:5]1. (6) Given the reactants [CH3:1][C:2]1[C:3]([C:12](=O)[CH2:13][CH3:14])=[C:4]([NH:8][C:9]([NH2:11])=[O:10])[S:5][C:6]=1[CH3:7].[OH-].[Na+].CC(O)=O, predict the reaction product. The product is: [CH2:13]([C:12]1[C:3]2[C:2]([CH3:1])=[C:6]([CH3:7])[S:5][C:4]=2[NH:8][C:9](=[O:10])[N:11]=1)[CH3:14]. (7) Given the reactants [CH3:1][C:2]1[NH:10][C:5]2=[CH:6][N:7]=[CH:8][CH:9]=[C:4]2[CH:3]=1.[Cl-].[Al+3].[Cl-].[Cl-].[Cl:15][C:16]([Cl:21])([Cl:20])[C:17](Cl)=[O:18], predict the reaction product. The product is: [Cl:15][C:16]([Cl:21])([Cl:20])[C:17]([C:3]1[C:4]2[C:5](=[CH:6][N:7]=[CH:8][CH:9]=2)[NH:10][C:2]=1[CH3:1])=[O:18]. (8) Given the reactants [Cl:1][C:2]1[N:11]=[C:10](Cl)[C:9]2[C:4](=[CH:5][CH:6]=[CH:7][CH:8]=2)[N:3]=1.C(N(CC)C(C)C)(C)C.[NH2:22][CH2:23][C:24]([C:32]1[CH:37]=[CH:36][CH:35]=[CH:34][CH:33]=1)([C:26]1[CH:31]=[CH:30][CH:29]=[CH:28][CH:27]=1)[OH:25], predict the reaction product. The product is: [Cl:1][C:2]1[N:11]=[C:10]([NH:22][CH2:23][C:24]([C:32]2[CH:37]=[CH:36][CH:35]=[CH:34][CH:33]=2)([C:26]2[CH:31]=[CH:30][CH:29]=[CH:28][CH:27]=2)[OH:25])[C:9]2[C:4](=[CH:5][CH:6]=[CH:7][CH:8]=2)[N:3]=1. (9) Given the reactants [CH2:1]([O:3][C:4]1[CH:9]=[CH:8][C:7]([S:10](Cl)(=[O:12])=[O:11])=[CH:6][C:5]=1[C:14]1[NH:19][C:18](=[O:20])[C:17]2=[C:21]([CH3:27])[N:22]=[C:23]([CH2:24][CH2:25][CH3:26])[N:16]2[N:15]=1)[CH3:2].FC(F)(F)C(O)=O.[CH3:35][N:36]1[O:40][NH+:39]([O-:41])[CH:38]=[C:37]1[C:42]([N:44]1[CH2:49][CH2:48][NH:47][CH2:46][CH2:45]1)=[O:43].C(N(CC)CC)C, predict the reaction product. The product is: [CH2:1]([O:3][C:4]1[CH:9]=[CH:8][C:7]([S:10]([N:47]2[CH2:46][CH2:45][N:44]([C:42]([C:37]3[N:36]([CH3:35])[O:40][NH+:39]([O-:41])[CH:38]=3)=[O:43])[CH2:49][CH2:48]2)(=[O:12])=[O:11])=[CH:6][C:5]=1[C:14]1[NH:19][C:18](=[O:20])[C:17]2=[C:21]([CH3:27])[N:22]=[C:23]([CH2:24][CH2:25][CH3:26])[N:16]2[N:15]=1)[CH3:2]. (10) Given the reactants OS(O)(=O)=O.[OH:6][C:7]1[CH:8]=[C:9]([CH2:13][C:14]([OH:16])=[O:15])[CH:10]=[CH:11][CH:12]=1.[CH:17](Cl)(Cl)Cl, predict the reaction product. The product is: [CH3:17][O:15][C:14](=[O:16])[CH2:13][C:9]1[CH:10]=[CH:11][CH:12]=[C:7]([OH:6])[CH:8]=1.